From a dataset of Catalyst prediction with 721,799 reactions and 888 catalyst types from USPTO. Predict which catalyst facilitates the given reaction. (1) Reactant: [C:1]([O:5][C:6](=[O:9])[CH2:7][NH2:8])([CH3:4])([CH3:3])[CH3:2].[CH2:10]([C:12]([CH2:18][CH3:19])([CH2:16][CH3:17])[CH2:13][CH:14]=O)[CH3:11]. Product: [C:1]([O:5][C:6](=[O:9])[CH2:7]/[N:8]=[CH:11]/[CH2:10][C:12]([CH2:18][CH3:19])([CH2:16][CH3:17])[CH2:13][CH3:14])([CH3:4])([CH3:3])[CH3:2]. The catalyst class is: 2. (2) Reactant: [CH3:1][O:2][C:3]([C:5]1[CH:13]=[C:12]2[C:8]([C:9]([N:14]3[CH2:19][CH2:18][N:17]([CH3:20])[CH2:16][CH2:15]3)=[N:10][NH:11]2)=[CH:7][CH:6]=1)=[O:4].[CH3:21]C(C)([O-])C.[Na+].CI. Product: [CH3:1][O:2][C:3]([C:5]1[CH:13]=[C:12]2[C:8]([C:9]([N:14]3[CH2:15][CH2:16][N:17]([CH3:20])[CH2:18][CH2:19]3)=[N:10][N:11]2[CH3:21])=[CH:7][CH:6]=1)=[O:4]. The catalyst class is: 39. (3) Reactant: [NH2:1][C:2]1[N:7]=[C:6]([CH2:8][C:9]([O:11]CC)=[O:10])[CH:5]=[CH:4][CH:3]=1.[OH-].[Na+]. Product: [NH2:1][C:2]1[N:7]=[C:6]([CH2:8][C:9]([OH:11])=[O:10])[CH:5]=[CH:4][CH:3]=1. The catalyst class is: 5. (4) Reactant: CC([CH:5]1[CH2:10][CH:9]([NH:11][C:12]2[C:17]([CH2:18]O)=[C:16]([CH2:20][CH3:21])[N:15]=[C:14]3[N:22]([CH2:25][CH3:26])[N:23]=[CH:24][C:13]=23)[CH2:8][CH2:7][N:6]1[C:27]([O-:29])=[O:28])(C)C.[N-:30]=[N+:31]=[N-:32].[Na+].[C:34](Br)(Br)(Br)Br.C1(P([C:52]2[CH:57]=[CH:56]C=CC=2)C2C=CC=CC=2)C=CC=CC=1. Product: [N:30]([CH2:18][C:17]1[C:12]([NH:11][CH:9]2[CH2:8][CH2:7][N:6]([C:27]([O:29][C:57]([CH3:56])([CH3:52])[CH3:34])=[O:28])[CH2:5][CH2:10]2)=[C:13]2[CH:24]=[N:23][N:22]([CH2:25][CH3:26])[C:14]2=[N:15][C:16]=1[CH2:20][CH3:21])=[N+:31]=[N-:32]. The catalyst class is: 3. (5) Reactant: [S:1]1[CH:5]=[CH:4][CH:3]=[C:2]1[C:6]([NH:8][CH2:9][C:10]([OH:12])=[O:11])=O.[S:13]1[CH:17]=[C:16]([CH:18]=O)[N:15]=[N:14]1.C([O-])(=O)C.[Na+].C(OC(=O)C)(=O)C. Product: [S:13]1[CH:17]=[C:16]([CH:18]=[C:9]2[C:10](=[O:11])[O:12][C:6]([C:2]3[S:1][CH:5]=[CH:4][CH:3]=3)=[N:8]2)[N:15]=[N:14]1. The catalyst class is: 6. (6) Reactant: [Na].[CH3:2][C:3]1[CH:11]=[CH:10][C:9]2[NH:8][C:7]3[CH:12]4[CH2:18][CH2:17][N:15]([CH2:16][C:6]=3[C:5]=2[CH:4]=1)[CH2:14][CH2:13]4.[F:19][C:20]([F:30])([F:29])[C:21]1[CH:26]=[CH:25][C:24]([CH:27]=[CH2:28])=[CH:23][N:22]=1.C1(C=CC(O)=CC=1)O. Product: [CH3:2][C:3]1[CH:11]=[CH:10][C:9]2[N:8]([CH2:28][CH2:27][C:24]3[CH:23]=[N:22][C:21]([C:20]([F:30])([F:19])[F:29])=[CH:26][CH:25]=3)[C:7]3[CH:12]4[CH2:13][CH2:14][N:15]([CH2:16][C:6]=3[C:5]=2[CH:4]=1)[CH2:17][CH2:18]4. The catalyst class is: 16. (7) Reactant: [CH2:1]([N:3]1[C:11]2[C:6](=[CH:7][C:8]([N:12]([CH2:26][CH2:27][C:28]3[CH:29]=[N:30][C:31]([C:34]([F:37])([F:36])[F:35])=[CH:32][CH:33]=3)[C:13]([C@@H:15]([O:22]C(=O)C)[C:16]3[CH:21]=[CH:20][CH:19]=[CH:18][CH:17]=3)=[O:14])=[CH:9][CH:10]=2)[C:5]([CH3:38])=[N:4]1)[CH3:2].O.[OH-].[Li+]. Product: [CH2:1]([N:3]1[C:11]2[C:6](=[CH:7][C:8]([N:12]([CH2:26][CH2:27][C:28]3[CH:29]=[N:30][C:31]([C:34]([F:36])([F:35])[F:37])=[CH:32][CH:33]=3)[C:13](=[O:14])[C@@H:15]([OH:22])[C:16]3[CH:17]=[CH:18][CH:19]=[CH:20][CH:21]=3)=[CH:9][CH:10]=2)[C:5]([CH3:38])=[N:4]1)[CH3:2]. The catalyst class is: 30. (8) Reactant: [CH3:1][O:2][C:3](=[O:10])[CH2:4][C:5]([CH:7]1[CH2:9][CH2:8]1)=[O:6].Cl([O-])(=O)(=O)=O.[Mg+2].Cl([O-])(=O)(=O)=O.[Br:22]N1C(=O)CCC1=O.O. Product: [Br:22][CH:4]([C:5]([CH:7]1[CH2:9][CH2:8]1)=[O:6])[C:3]([O:2][CH3:1])=[O:10]. The catalyst class is: 13. (9) Reactant: [Br:1][C:2]1[S:6][C:5]([C:7]2[CH:12]=[CH:11][N:10]=[C:9](Cl)[N:8]=2)=[CH:4][CH:3]=1.[NH2:14][CH2:15][CH2:16][N:17]1[CH2:21][CH2:20][NH:19][C:18]1=[O:22]. Product: [Br:1][C:2]1[S:6][C:5]([C:7]2[CH:12]=[CH:11][N:10]=[C:9]([NH:14][CH2:15][CH2:16][N:17]3[CH2:21][CH2:20][NH:19][C:18]3=[O:22])[N:8]=2)=[CH:4][CH:3]=1. The catalyst class is: 32. (10) Reactant: [Br:1][C:2]1[CH:3]=[CH:4][C:5]([C:8]([OH:10])=O)=[N:6][CH:7]=1.CN(C(ON1N=NC2C=CC=NC1=2)=[N+](C)C)C.F[P-](F)(F)(F)(F)F.C(N(CC)CC)C.[F:42][C:43]1[CH:44]=[C:45]2[C:55](=[CH:56][CH:57]=1)[O:54][C:48]1([CH2:53][CH2:52][NH:51][CH2:50][CH2:49]1)[CH2:47][C@H:46]2[O:58][CH:59]([CH3:61])[CH3:60]. Product: [Br:1][C:2]1[CH:3]=[CH:4][C:5]([C:8]([N:51]2[CH2:52][CH2:53][C:48]3([CH2:47][C@@H:46]([O:58][CH:59]([CH3:60])[CH3:61])[C:45]4[C:55](=[CH:56][CH:57]=[C:43]([F:42])[CH:44]=4)[O:54]3)[CH2:49][CH2:50]2)=[O:10])=[N:6][CH:7]=1. The catalyst class is: 3.